From a dataset of Reaction yield outcomes from USPTO patents with 853,638 reactions. Predict the reaction yield, written as a fraction of the theoretical maximum amount of product (1.0 means a 100% yield; for example, 0.34 means a 34% yield). (1) The reactants are [I-].[CH2:2]([O:9][C:10]1[CH:18]=[C:17]2[C:13]([C:14]([CH2:19][N+](C)(C)C)=[CH:15][NH:16]2)=[CH:12][CH:11]=1)[C:3]1[CH:8]=[CH:7][CH:6]=[CH:5][CH:4]=1.[C-:24]#[N:25].[Na+]. The catalyst is CCO. The product is [CH2:2]([O:9][C:10]1[CH:18]=[C:17]2[C:13]([C:14]([CH2:19][C:24]#[N:25])=[CH:15][NH:16]2)=[CH:12][CH:11]=1)[C:3]1[CH:4]=[CH:5][CH:6]=[CH:7][CH:8]=1. The yield is 0.860. (2) The catalyst is C(OCC)(=O)C. The product is [C:1]([CH2:3][C:4]([NH:11][CH:8]([CH3:10])[CH3:9])=[O:6])#[N:2]. The reactants are [C:1]([CH2:3][C:4]([O:6]C)=O)#[N:2].[CH:8]([NH2:11])([CH3:10])[CH3:9].[OH-].[Na+]. The yield is 0.420. (3) The reactants are C([O:3][C:4](=[O:46])/[CH:5]=[CH:6]/[C:7]1[C:8]([CH3:45])([CH3:44])[C@H:9]2[C@:22]([CH3:25])([CH2:23][CH:24]=1)[CH:21]1[C@:12]([CH3:43])([C@@:13]3([CH3:42])[C@H:18]([CH2:19][CH2:20]1)[C@H:17]1[C@H:26]([C:29]([CH3:31])=[CH2:30])[CH2:27][CH2:28][C@:16]1([C:32]([O:34][CH2:35][C:36]1[CH:41]=[CH:40][CH:39]=[CH:38][CH:37]=1)=[O:33])[CH2:15][CH2:14]3)[CH2:11][CH2:10]2)C.[OH-].[Na+].Cl. The catalyst is O1CCOCC1.O. The product is [CH2:35]([O:34][C:32]([C@:16]12[CH2:28][CH2:27][C@@H:26]([C:29]([CH3:31])=[CH2:30])[C@@H:17]1[C@@H:18]1[C@@:13]([CH3:42])([CH2:14][CH2:15]2)[C@@:12]2([CH3:43])[CH:21]([C@:22]3([CH3:25])[C@@H:9]([CH2:10][CH2:11]2)[C:8]([CH3:45])([CH3:44])[C:7](/[CH:6]=[CH:5]/[C:4]([OH:46])=[O:3])=[CH:24][CH2:23]3)[CH2:20][CH2:19]1)=[O:33])[C:36]1[CH:37]=[CH:38][CH:39]=[CH:40][CH:41]=1. The yield is 1.05. (4) The reactants are [Cl:1][C:2]1[C:3]([CH3:22])=[C:4]([C:19](O)=[O:20])[C:5]([C:11]2[CH:16]=[C:15]([F:17])[CH:14]=[C:13]([F:18])[CH:12]=2)=[C:6]([CH:8]([OH:10])[CH3:9])[CH:7]=1.Cl.[CH2:24]([NH2:26])[CH3:25].F[P-](F)(F)(F)(F)F.N1(O[P+](N(C)C)(N(C)C)N(C)C)C2C=CC=CC=2N=N1.C(N(CC)C(C)C)(C)C. The catalyst is CN(C)C=O. The product is [Cl:1][C:2]1[C:3]([CH3:22])=[C:4]([C:19]([NH:26][CH2:24][CH3:25])=[O:20])[C:5]([C:11]2[CH:16]=[C:15]([F:17])[CH:14]=[C:13]([F:18])[CH:12]=2)=[C:6]([CH:8]([OH:10])[CH3:9])[CH:7]=1. The yield is 0.680. (5) The reactants are [F:1][C:2]([F:22])([F:21])[O:3][C:4]1[CH:9]=[CH:8][C:7]([C:10]2[O:14][N:13]=[CH:12][C:11]=2[CH2:15][CH2:16][C:17](OC)=[O:18])=[CH:6][CH:5]=1.[H-].C([Al+]CC(C)C)C(C)C.Cl. The catalyst is O1CCCC1. The product is [F:22][C:2]([F:1])([F:21])[O:3][C:4]1[CH:9]=[CH:8][C:7]([C:10]2[O:14][N:13]=[CH:12][C:11]=2[CH2:15][CH2:16][CH2:17][OH:18])=[CH:6][CH:5]=1. The yield is 0.920. (6) The reactants are [N+:1]([C:4]1[CH:9]=[CH:8][C:7]([C:10]2[CH:15]=[CH:14][N:13]=[CH:12][CH:11]=2)=[CH:6][CH:5]=1)([O-])=O.C.O.NN. The catalyst is CO. The product is [N:13]1[CH:14]=[CH:15][C:10]([C:7]2[CH:8]=[CH:9][C:4]([NH2:1])=[CH:5][CH:6]=2)=[CH:11][CH:12]=1. The yield is 0.940. (7) The reactants are [C:1]([CH:4]([CH2:10][C:11]([C:13]1[CH:18]=[CH:17][C:16]([Cl:19])=[CH:15][CH:14]=1)=O)C(OCC)=O)(=O)[CH3:2].[Cl:20][C:21]1[CH:27]=[CH:26][C:24]([NH2:25])=[CH:23][CH:22]=1.CC1C=CC(S(O)(=O)=O)=CC=1.O. The catalyst is C1(C)C=CC=CC=1. The product is [Cl:20][C:21]1[CH:27]=[CH:26][C:24]([N:25]2[C:1]([CH3:2])=[CH:4][CH:10]=[C:11]2[C:13]2[CH:14]=[CH:15][C:16]([Cl:19])=[CH:17][CH:18]=2)=[CH:23][CH:22]=1. The yield is 0.790. (8) The reactants are C([O:8][C:9]1[CH:43]=[CH:42][C:12]([O:13][CH2:14][CH2:15][CH:16]2[CH2:21][CH2:20][N:19]([C:22]3[CH:23]=[N:24][CH:25]=[C:26]([O:28][CH2:29][C@@H:30]4[CH2:34][CH2:33][CH2:32][N:31]4[C:35]([O:37][C:38]([CH3:41])([CH3:40])[CH3:39])=[O:36])[CH:27]=3)[CH2:18][CH2:17]2)=[CH:11][CH:10]=1)C1C=CC=CC=1. The catalyst is [Pd].CO.C(Cl)Cl. The product is [OH:8][C:9]1[CH:43]=[CH:42][C:12]([O:13][CH2:14][CH2:15][CH:16]2[CH2:17][CH2:18][N:19]([C:22]3[CH:23]=[N:24][CH:25]=[C:26]([O:28][CH2:29][C@@H:30]4[CH2:34][CH2:33][CH2:32][N:31]4[C:35]([O:37][C:38]([CH3:39])([CH3:40])[CH3:41])=[O:36])[CH:27]=3)[CH2:20][CH2:21]2)=[CH:11][CH:10]=1. The yield is 0.920. (9) The yield is 0.370. The reactants are [CH3:1][O:2][C:3]1[CH:4]=[C:5]2[C:10](=[CH:11][C:12]=1[O:13][CH3:14])[N:9]=[CH:8][CH:7]=[C:6]2[O:15][C:16]1[CH:22]=[CH:21][C:19]([NH2:20])=[CH:18][CH:17]=1.C1(C)C=CC=CC=1.C(N(CC)CC)C.Cl[C:38](Cl)([O:40][C:41](=[O:47])OC(Cl)(Cl)Cl)Cl.[CH3:49][C:50]1[CH:55]=[CH:54][C:53]([CH3:56])=[CH:52][C:51]=1[S:57][CH:58](C)[CH2:59]O. The product is [CH3:1][O:2][C:3]1[CH:4]=[C:5]2[C:10](=[CH:11][C:12]=1[O:13][CH3:14])[N:9]=[CH:8][CH:7]=[C:6]2[O:15][C:16]1[CH:22]=[CH:21][C:19]([NH:20][C:41](=[O:47])[O:40][CH2:38][CH2:59][CH2:58][S:57][C:51]2[CH:52]=[C:53]([CH3:56])[CH:54]=[CH:55][C:50]=2[CH3:49])=[CH:18][CH:17]=1. The catalyst is C(Cl)Cl.